Dataset: Merck oncology drug combination screen with 23,052 pairs across 39 cell lines. Task: Regression. Given two drug SMILES strings and cell line genomic features, predict the synergy score measuring deviation from expected non-interaction effect. (1) Drug 1: CN(C)C(=N)N=C(N)N. Drug 2: COC1CC2CCC(C)C(O)(O2)C(=O)C(=O)N2CCCCC2C(=O)OC(C(C)CC2CCC(OP(C)(C)=O)C(OC)C2)CC(=O)C(C)C=C(C)C(O)C(OC)C(=O)C(C)CC(C)C=CC=CC=C1C. Cell line: OVCAR3. Synergy scores: synergy=11.3. (2) Drug 1: O=c1[nH]cc(F)c(=O)[nH]1. Drug 2: CS(=O)(=O)CCNCc1ccc(-c2ccc3ncnc(Nc4ccc(OCc5cccc(F)c5)c(Cl)c4)c3c2)o1. Cell line: NCIH23. Synergy scores: synergy=-8.73. (3) Drug 1: Cn1nnc2c(C(N)=O)ncn2c1=O. Drug 2: CC1(c2nc3c(C(N)=O)cccc3[nH]2)CCCN1. Cell line: RPMI7951. Synergy scores: synergy=10.4.